Dataset: Retrosynthesis with 50K atom-mapped reactions and 10 reaction types from USPTO. Task: Predict the reactants needed to synthesize the given product. Given the product COc1ccc2c(c1)CN(C(=O)OC(C)(C)C)C2=O, predict the reactants needed to synthesize it. The reactants are: CC(C)(C)OC(=O)OC(=O)OC(C)(C)C.COc1ccc2c(c1)CNC2=O.